Dataset: Catalyst prediction with 721,799 reactions and 888 catalyst types from USPTO. Task: Predict which catalyst facilitates the given reaction. (1) Reactant: Cl.[CH2:2]([NH:4][CH2:5][C:6]([F:9])([F:8])[F:7])[CH3:3].C(N(CC)CC)C.[Cl:17][CH2:18][C:19](Cl)=[O:20]. Product: [Cl:17][CH2:18][C:19]([N:4]([CH2:2][CH3:3])[CH2:5][C:6]([F:9])([F:8])[F:7])=[O:20]. The catalyst class is: 2. (2) Reactant: CO[C:3]([CH:5]1[O:9][C:8](=[O:10])[N:7]([C:11]2[CH:16]=[C:15]([F:17])[C:14]([N:18]3[CH2:24][CH2:23][CH2:22][S:21](=[O:26])(=[O:25])[CH2:20][CH2:19]3)=[C:13]([F:27])[CH:12]=2)[CH2:6]1)=[O:4].Cl.CN.[CH2:31]([N:33](CC)CC)C. Product: [CH3:31][NH:33][C:3]([CH:5]1[O:9][C:8](=[O:10])[N:7]([C:11]2[CH:16]=[C:15]([F:17])[C:14]([N:18]3[CH2:24][CH2:23][CH2:22][S:21](=[O:25])(=[O:26])[CH2:20][CH2:19]3)=[C:13]([F:27])[CH:12]=2)[CH2:6]1)=[O:4]. The catalyst class is: 5.